This data is from Catalyst prediction with 721,799 reactions and 888 catalyst types from USPTO. The task is: Predict which catalyst facilitates the given reaction. (1) Product: [NH2:30][C:28]1[CH:29]=[C:24]([Cl:23])[N:25]=[CH:26][C:27]=1[C:10]#[C:9][CH2:8][N:11]1[C:16](=[O:17])[CH:15]=[CH:14][C:13]([C:18]2[S:19][CH:20]=[CH:21][CH:22]=2)=[N:12]1. The catalyst class is: 496. Reactant: CCN(CC)CC.[CH2:8]([N:11]1[C:16](=[O:17])[CH:15]=[CH:14][C:13]([C:18]2[S:19][CH:20]=[CH:21][CH:22]=2)=[N:12]1)[C:9]#[CH:10].[Cl:23][C:24]1[CH:29]=[C:28]([NH2:30])[C:27](I)=[CH:26][N:25]=1.CO. (2) The catalyst class is: 37. Product: [C:31]1([O:46][C:45](=[O:48])[NH:1][C@@H:2]2[CH2:6][CH2:5][N:4]([C:7]3[N:15]=[C:14]4[C:10]([N:11]=[CH:12][N:13]4[C@@H:16]4[CH2:20][C@H:19]([NH:21][C:22](=[O:25])[CH2:23][CH3:24])[C@@H:18]([OH:26])[C@H:17]4[OH:27])=[C:9]([NH:28][CH2:29][CH:30]([C:31]4[CH:36]=[CH:35][C:34]([OH:37])=[CH:33][CH:32]=4)[C:38]4[CH:43]=[CH:42][C:41]([OH:44])=[CH:40][CH:39]=4)[N:8]=3)[CH2:3]2)[CH:36]=[CH:35][CH:34]=[CH:33][CH:32]=1. Reactant: [NH2:1][C@@H:2]1[CH2:6][CH2:5][N:4]([C:7]2[N:15]=[C:14]3[C:10]([N:11]=[CH:12][N:13]3[C@@H:16]3[CH2:20][C@H:19]([NH:21][C:22](=[O:25])[CH2:23][CH3:24])[C@@H:18]([OH:26])[C@H:17]3[OH:27])=[C:9]([NH:28][CH2:29][CH:30]([C:38]3[CH:43]=[CH:42][C:41]([OH:44])=[CH:40][CH:39]=3)[C:31]3[CH:36]=[CH:35][C:34]([OH:37])=[CH:33][CH:32]=3)[N:8]=2)[CH2:3]1.[C:45](=[O:48])([O-])[O-:46].[K+].[K+]. (3) Reactant: F[C:2]1[CH:7]=[CH:6][C:5]([S:8]([NH2:11])(=[O:10])=[O:9])=[CH:4][C:3]=1[S:12]([C:15]([F:18])([F:17])[F:16])(=[O:14])=[O:13].[N:19]1([CH2:25][CH2:26][C@@H:27]([NH2:36])[CH2:28][S:29][C:30]2[CH:35]=[CH:34][CH:33]=[CH:32][CH:31]=2)[CH2:24][CH2:23][O:22][CH2:21][CH2:20]1. Product: [N:19]1([CH2:25][CH2:26][C@@H:27]([NH:36][C:2]2[CH:7]=[CH:6][C:5]([S:8]([NH2:11])(=[O:10])=[O:9])=[CH:4][C:3]=2[S:12]([C:15]([F:18])([F:17])[F:16])(=[O:14])=[O:13])[CH2:28][S:29][C:30]2[CH:35]=[CH:34][CH:33]=[CH:32][CH:31]=2)[CH2:20][CH2:21][O:22][CH2:23][CH2:24]1. The catalyst class is: 66. (4) Reactant: [CH:1]1([CH2:7][C:8](=[O:24])[CH2:9][C:10]2[CH:15]=[C:14]([C:16]([CH3:19])([CH3:18])[CH3:17])[CH:13]=[C:12]([C:20]([CH3:23])([CH3:22])[CH3:21])[CH:11]=2)[CH2:6][CH2:5][CH2:4][CH2:3][CH2:2]1.[Br:25]Br.[O-]S([O-])=O.[Na+].[Na+]. Product: [Br:25][CH:9]([C:10]1[CH:15]=[C:14]([C:16]([CH3:18])([CH3:17])[CH3:19])[CH:13]=[C:12]([C:20]([CH3:23])([CH3:22])[CH3:21])[CH:11]=1)[C:8](=[O:24])[CH2:7][CH:1]1[CH2:6][CH2:5][CH2:4][CH2:3][CH2:2]1. The catalyst class is: 52. (5) Reactant: [C:1]([O:5][C:6]([N:8]1[C@@H:12]([CH2:13][F:14])[C@@H:11]([C:15]2[CH:20]=[CH:19][C:18](I)=[CH:17][CH:16]=2)[O:10][C:9]1([CH3:23])[CH3:22])=[O:7])([CH3:4])([CH3:3])[CH3:2].[CH3:24][S-:25].[Na+].[Na+].N1CCC[C@H]1C([O-])=O. Product: [C:1]([O:5][C:6]([N:8]1[C@@H:12]([CH2:13][F:14])[C@@H:11]([C:15]2[CH:20]=[CH:19][C:18]([S:25][CH3:24])=[CH:17][CH:16]=2)[O:10][C:9]1([CH3:23])[CH3:22])=[O:7])([CH3:4])([CH3:3])[CH3:2]. The catalyst class is: 156. (6) Reactant: [Br:1][C:2]1[CH:11]=[C:10]2[C:5]([C:6](O)=[CH:7][CH:8]=[N:9]2)=[C:4]([CH3:13])[CH:3]=1.BrC1C=C(C)C=C2C=1C(O)=CC=N2.O=P(Cl)(Cl)[Cl:29]. Product: [Br:1][C:2]1[CH:11]=[C:10]2[C:5]([C:6]([Cl:29])=[CH:7][CH:8]=[N:9]2)=[C:4]([CH3:13])[CH:3]=1. The catalyst class is: 10. (7) Reactant: Cl.[CH3:2][C@H:3]1[CH2:8][CH2:7][N:6](C(OC(C)(C)C)=O)[CH2:5][C@H:4]1[C:16]([N:18]1[CH2:22][CH2:21][CH2:20][CH2:19]1)=[O:17]. Product: [CH3:2][C@H:3]1[CH2:8][CH2:7][NH:6][CH2:5][C@H:4]1[C:16]([N:18]1[CH2:22][CH2:21][CH2:20][CH2:19]1)=[O:17]. The catalyst class is: 28.